From a dataset of Forward reaction prediction with 1.9M reactions from USPTO patents (1976-2016). Predict the product of the given reaction. (1) Given the reactants [F:1][C:2]([F:7])([F:6])[C:3]([OH:5])=[O:4].FC(F)(F)C(O)=O.[NH2:15][CH2:16][C@H:17]1[CH2:22][CH2:21][C@H:20]([N:23]2[C:27]3=[C:28]4[S:34][CH:33]=[CH:32][C:29]4=[N:30][CH:31]=[C:26]3[N:25]=[C:24]2[C@H:35]([OH:37])[CH3:36])[CH2:19][CH2:18]1.C(N(CC)CC)C.[CH3:45][N:46]([CH3:50])[C:47](Cl)=[O:48], predict the reaction product. The product is: [OH:37][C@@H:35]([C:24]1[N:23]([C@H:20]2[CH2:21][CH2:22][C@H:17]([CH2:16][NH:15][C:47](=[O:48])[N:46]([CH3:50])[CH3:45])[CH2:18][CH2:19]2)[C:27]2=[C:28]3[S:34][CH:33]=[CH:32][C:29]3=[N:30][CH:31]=[C:26]2[N:25]=1)[CH3:36].[C:3]([OH:5])([C:2]([F:7])([F:6])[F:1])=[O:4]. (2) Given the reactants [F:1][C:2]1[CH:7]=[CH:6][C:5]([NH:8][C:9]2[N:18]=[CH:17][C:16]3[CH2:15][C@@H:14]([C:19]4[CH:24]=[CH:23][CH:22]=[CH:21][C:20]=4[F:25])[C:13]4[CH:26]=[CH:27][CH:28]=[CH:29][C:12]=4[C:11]=3[N:10]=2)=[CH:4][C:3]=1[CH2:30][CH2:31][OH:32].[CH3:33][S:34](Cl)(=[O:36])=[O:35], predict the reaction product. The product is: [CH3:33][S:34]([O:32][CH2:31][CH2:30][C:3]1[CH:4]=[C:5]([NH:8][C:9]2[N:18]=[CH:17][C:16]3[CH2:15][C@@H:14]([C:19]4[CH:24]=[CH:23][CH:22]=[CH:21][C:20]=4[F:25])[C:13]4[CH:26]=[CH:27][CH:28]=[CH:29][C:12]=4[C:11]=3[N:10]=2)[CH:6]=[CH:7][C:2]=1[F:1])(=[O:36])=[O:35]. (3) Given the reactants [F:1][C:2]1[CH:7]=[CH:6][CH:5]=[C:4]([F:8])[C:3]=1[C:9]1[N:14]=[C:13]([C:15]([OH:17])=[O:16])[CH:12]=[CH:11][C:10]=1[F:18].[N+:19]([O-])([OH:21])=[O:20], predict the reaction product. The product is: [F:1][C:2]1[C:7]([N+:19]([O-:21])=[O:20])=[CH:6][CH:5]=[C:4]([F:8])[C:3]=1[C:9]1[N:14]=[C:13]([C:15]([OH:17])=[O:16])[CH:12]=[CH:11][C:10]=1[F:18]. (4) Given the reactants [Cl:1][C:2]1[C:7]([NH:8][CH2:9][C:10]2[CH:15]=[C:14]([C:16]3[CH:21]=[CH:20][CH:19]=[C:18]([F:22])[CH:17]=3)[CH:13]=[CH:12][C:11]=2[F:23])=[C:6]([F:24])[CH:5]=[CH:4][C:3]=1[OH:25].C([O-])([O-])=O.[Cs+].[Cs+].Br[CH2:33][C:34]([O:36][CH2:37][CH3:38])=[O:35].O, predict the reaction product. The product is: [Cl:1][C:2]1[C:7]([NH:8][CH2:9][C:10]2[CH:15]=[C:14]([C:16]3[CH:21]=[CH:20][CH:19]=[C:18]([F:22])[CH:17]=3)[CH:13]=[CH:12][C:11]=2[F:23])=[C:6]([F:24])[CH:5]=[CH:4][C:3]=1[O:25][CH2:33][C:34]([O:36][CH2:37][CH3:38])=[O:35].